This data is from Reaction yield outcomes from USPTO patents with 853,638 reactions. The task is: Predict the reaction yield, written as a fraction of the theoretical maximum amount of product (1.0 means a 100% yield; for example, 0.34 means a 34% yield). (1) The reactants are [CH3:1][C:2]1[CH:11]=[CH:10][C:9]2[C:4](=[CH:5][CH:6]=[CH:7][C:8]=2[O:12][CH2:13][CH2:14][N:15]2[CH2:20][CH2:19][N:18](C(OC(C)(C)C)=O)[CH2:17][CH2:16]2)[N:3]=1.Cl.C(OCC)C. The catalyst is C(O)C. The product is [CH3:1][C:2]1[CH:11]=[CH:10][C:9]2[C:4](=[CH:5][CH:6]=[CH:7][C:8]=2[O:12][CH2:13][CH2:14][N:15]2[CH2:20][CH2:19][NH:18][CH2:17][CH2:16]2)[N:3]=1. The yield is 0.910. (2) The reactants are [Cl:1][C:2]1[CH:24]=[N:23][C:5]2[N:6](COCC[Si](C)(C)C)[C:7]3[CH:12]=[N:11][C:10]([C:13]#[N:14])=[CH:9][C:8]=3[C:4]=2[C:3]=1[N:25]1[CH2:29][CH2:28][C@H:27]([OH:30])[CH2:26]1.Br.[OH-].[Na+].Cl. The catalyst is O1CCOCC1. The product is [Cl:1][C:2]1[CH:24]=[N:23][C:5]2[NH:6][C:7]3[CH:12]=[N:11][C:10]([C:13]#[N:14])=[CH:9][C:8]=3[C:4]=2[C:3]=1[N:25]1[CH2:29][CH2:28][C@H:27]([OH:30])[CH2:26]1. The yield is 0.600.